Regression. Given two drug SMILES strings and cell line genomic features, predict the synergy score measuring deviation from expected non-interaction effect. From a dataset of NCI-60 drug combinations with 297,098 pairs across 59 cell lines. (1) Cell line: M14. Drug 2: CC1CCCC2(C(O2)CC(NC(=O)CC(C(C(=O)C(C1O)C)(C)C)O)C(=CC3=CSC(=N3)C)C)C. Synergy scores: CSS=30.2, Synergy_ZIP=4.17, Synergy_Bliss=5.31, Synergy_Loewe=3.62, Synergy_HSA=3.35. Drug 1: CC12CCC3C(C1CCC2=O)CC(=C)C4=CC(=O)C=CC34C. (2) Drug 1: CNC(=O)C1=CC=CC=C1SC2=CC3=C(C=C2)C(=NN3)C=CC4=CC=CC=N4. Drug 2: C1CN(P(=O)(OC1)NCCCl)CCCl. Cell line: MCF7. Synergy scores: CSS=5.82, Synergy_ZIP=1.10, Synergy_Bliss=3.09, Synergy_Loewe=-2.08, Synergy_HSA=2.37. (3) Drug 1: C1CCN(CC1)CCOC2=CC=C(C=C2)C(=O)C3=C(SC4=C3C=CC(=C4)O)C5=CC=C(C=C5)O. Drug 2: C1=NNC2=C1C(=O)NC=N2. Cell line: U251. Synergy scores: CSS=3.83, Synergy_ZIP=-1.77, Synergy_Bliss=0.0691, Synergy_Loewe=0.259, Synergy_HSA=0.314. (4) Drug 1: C1=C(C(=O)NC(=O)N1)N(CCCl)CCCl. Drug 2: COCCOC1=C(C=C2C(=C1)C(=NC=N2)NC3=CC=CC(=C3)C#C)OCCOC.Cl. Cell line: HT29. Synergy scores: CSS=9.49, Synergy_ZIP=-0.518, Synergy_Bliss=5.60, Synergy_Loewe=1.00, Synergy_HSA=3.14. (5) Drug 1: CCCCCOC(=O)NC1=NC(=O)N(C=C1F)C2C(C(C(O2)C)O)O. Drug 2: CC(C)NC(=O)C1=CC=C(C=C1)CNNC.Cl. Cell line: NCI-H226. Synergy scores: CSS=-3.75, Synergy_ZIP=2.72, Synergy_Bliss=0.569, Synergy_Loewe=-3.46, Synergy_HSA=-4.17.